Dataset: Reaction yield outcomes from USPTO patents with 853,638 reactions. Task: Predict the reaction yield, written as a fraction of the theoretical maximum amount of product (1.0 means a 100% yield; for example, 0.34 means a 34% yield). (1) The reactants are I[C:2]1[CH:7]=[N:6][C:5]([O:8][CH2:9][CH:10]2[CH2:15][CH2:14][N:13]([CH2:16][C:17]3([C:21]([F:24])([F:23])[F:22])[CH2:20][CH2:19][CH2:18]3)[CH2:12][CH2:11]2)=[CH:4][N:3]=1.[CH2:25]([O:27][C:28]([C:30]1[CH:35]=[CH:34][C:33](B(O)O)=[CH:32][C:31]=1[F:39])=[O:29])[CH3:26].C([O-])([O-])=O.[Cs+].[Cs+].O1CCOCC1. The catalyst is O. The product is [F:39][C:31]1[CH:32]=[C:33]([C:2]2[CH:7]=[N:6][C:5]([O:8][CH2:9][CH:10]3[CH2:15][CH2:14][N:13]([CH2:16][C:17]4([C:21]([F:24])([F:23])[F:22])[CH2:20][CH2:19][CH2:18]4)[CH2:12][CH2:11]3)=[CH:4][N:3]=2)[CH:34]=[CH:35][C:30]=1[C:28]([O:27][CH2:25][CH3:26])=[O:29]. The yield is 0.790. (2) The reactants are C1([Li])C=CC=CC=1.[CH:8]1[N:9]=[CH:10][N:11]2[CH:16]=[CH:15][CH:14]=[CH:13][C:12]=12.[O:17]=[C:18]1[CH2:23][CH2:22][N:21]([C:24]([O:26][C:27]([CH3:30])([CH3:29])[CH3:28])=[O:25])[CH2:20][CH2:19]1. The catalyst is C1COCC1.C(OCC)C. The product is [OH:17][C:18]1([C:10]2[N:11]3[CH:16]=[CH:15][CH:14]=[CH:13][C:12]3=[CH:8][N:9]=2)[CH2:19][CH2:20][N:21]([C:24]([O:26][C:27]([CH3:30])([CH3:29])[CH3:28])=[O:25])[CH2:22][CH2:23]1. The yield is 0.250. (3) The reactants are [CH3:1][C:2]1[C:6]([C:7]2[CH:13]=[C:12]([N+:14]([O-:16])=[O:15])[C:10]([NH2:11])=[C:9]([I:17])[CH:8]=2)=[C:5]([CH3:18])[O:4][N:3]=1.[C:19](=O)([O-])[O-].[Cs+].[Cs+]. The catalyst is CN(C=O)C. The product is [CH3:1][C:2]1[C:6]([C:7]2[CH:13]=[C:12]([N+:14]([O-:16])=[O:15])[C:10]([NH:11][CH3:19])=[C:9]([I:17])[CH:8]=2)=[C:5]([CH3:18])[O:4][N:3]=1. The yield is 0.600.